This data is from Catalyst prediction with 721,799 reactions and 888 catalyst types from USPTO. The task is: Predict which catalyst facilitates the given reaction. (1) Reactant: [OH-].[K+].CN[C:5]([NH:7][N:8]=O)=N.[C:10]([O:20][CH3:21])(=[O:19])[CH:11]=[CH:12][C:13]1[CH:18]=[CH:17][CH:16]=[CH:15][CH:14]=1. Product: [C:13]1([CH:12]2[CH2:5][NH:7][N:8]=[C:11]2[C:10]([O:20][CH3:21])=[O:19])[CH:18]=[CH:17][CH:16]=[CH:15][CH:14]=1. The catalyst class is: 28. (2) Reactant: [C:1]([O:5][CH2:6][CH2:7][OH:8])(=[O:4])[CH:2]=[CH2:3]. Product: [C:1]([O:5][CH2:6][CH2:7][OH:8])(=[O:4])[CH:2]=[CH2:3].[C:1]([O:5][CH2:6][CH2:7][OH:8])(=[O:4])[CH2:2][CH3:3]. The catalyst class is: 45. (3) Reactant: [Cl:1][C:2]1[CH:3]=[C:4]([O:12][C:13]2[CH:18]=[CH:17][C:16]([CH2:19][CH2:20][OH:21])=[CH:15][CH:14]=2)[CH:5]=[C:6]([C:8]([F:11])([F:10])[F:9])[CH:7]=1.[N:22]#[C:23][NH2:24].OS(C(F)(F)F)(=O)=O. Product: [C:23](=[NH:22])([O:21][CH2:20][CH2:19][C:16]1[CH:17]=[CH:18][C:13]([O:12][C:4]2[CH:5]=[C:6]([C:8]([F:11])([F:10])[F:9])[CH:7]=[C:2]([Cl:1])[CH:3]=2)=[CH:14][CH:15]=1)[NH2:24]. The catalyst class is: 1. (4) Reactant: Br[C:2]1[CH:45]=[C:44]([F:46])[CH:43]=[CH:42][C:3]=1[CH2:4][C:5]1[S:9][C:8]([C:10]2[CH:41]=[C:13]3[N:14]=[C:15]([CH3:40])[C:16]([C@H:29]([O:35][C:36]([CH3:39])([CH3:38])[CH3:37])[C:30]([O:32][CH2:33][CH3:34])=[O:31])=[C:17]([N:18]4[CH2:23][CH2:22][C:21]([CH2:25][CH2:26][CH:27]=[CH2:28])([CH3:24])[CH2:20][CH2:19]4)[N:12]3[N:11]=2)=[N:7][CH:6]=1.[B:47]1([B:47]2[O:51][C:50]([CH3:53])([CH3:52])[C:49]([CH3:55])([CH3:54])[O:48]2)[O:51][C:50]([CH3:53])([CH3:52])[C:49]([CH3:55])([CH3:54])[O:48]1.C([O-])(=O)C.[K+].O. Product: [CH2:25]([C:21]1([CH3:24])[CH2:22][CH2:23][N:18]([C:17]2[N:12]3[N:11]=[C:10]([C:8]4[S:9][C:5]([CH2:4][C:3]5[CH:42]=[CH:43][C:44]([F:46])=[CH:45][C:2]=5[B:47]5[O:51][C:50]([CH3:53])([CH3:52])[C:49]([CH3:55])([CH3:54])[O:48]5)=[CH:6][N:7]=4)[CH:41]=[C:13]3[N:14]=[C:15]([CH3:40])[C:16]=2[C@H:29]([O:35][C:36]([CH3:37])([CH3:38])[CH3:39])[C:30]([O:32][CH2:33][CH3:34])=[O:31])[CH2:19][CH2:20]1)[CH2:26][CH:27]=[CH2:28]. The catalyst class is: 75. (5) Reactant: Cl[CH2:2][CH2:3][CH2:4][N:5]1[CH2:11][CH2:10][C:9](=[N:12][OH:13])[C:8]2[N:14]([CH3:17])[CH:15]=[CH:16][C:7]=2[S:6]1(=[O:19])=[O:18].[F:20][C:21]1[CH:26]=[CH:25][C:24]([N:27]2[CH2:32][CH2:31][NH:30][CH2:29][CH2:28]2)=[CH:23][CH:22]=1.C(=O)([O-])[O-].[K+].[K+].[I-].[Na+]. Product: [F:20][C:21]1[CH:22]=[CH:23][C:24]([N:27]2[CH2:32][CH2:31][N:30]([CH2:2][CH2:3][CH2:4][N:5]3[CH2:11][CH2:10][C:9](=[N:12][OH:13])[C:8]4[N:14]([CH3:17])[CH:15]=[CH:16][C:7]=4[S:6]3(=[O:19])=[O:18])[CH2:29][CH2:28]2)=[CH:25][CH:26]=1. The catalyst class is: 10. (6) Reactant: [Cl:1][C:2]1[CH:3]=[CH:4][C:5]2[N:9]=[C:8]([CH2:10][C:11]([OH:13])=O)[NH:7][C:6]=2[CH:14]=1.CN(C(ON1N=NC2C=CC=CC1=2)=[N+](C)C)C.F[P-](F)(F)(F)(F)F.CCN(C(C)C)C(C)C.Cl.Cl.[NH:50]1[C:54]2[CH:55]=[CH:56][CH:57]=[CH:58][C:53]=2[N:52]=[C:51]1[CH:59]1[CH2:64][CH2:63][CH2:62][CH:61]([NH2:65])[CH2:60]1.C(=O)(O)[O-].[Na+]. Product: [NH:50]1[C:54]2[CH:55]=[CH:56][CH:57]=[CH:58][C:53]=2[N:52]=[C:51]1[CH:59]1[CH2:64][CH2:63][CH2:62][CH:61]([NH:65][C:11](=[O:13])[CH2:10][C:8]2[NH:7][C:6]3[CH:14]=[C:2]([Cl:1])[CH:3]=[CH:4][C:5]=3[N:9]=2)[CH2:60]1. The catalyst class is: 3. (7) Reactant: [C:1]([O:5][C:6]([NH:8][CH:9]1[CH2:14][CH2:13][CH2:12][NH:11][CH2:10]1)=[O:7])([CH3:4])([CH3:3])[CH3:2].Br[C:16]1[N:17]([CH2:26][C:27]#[C:28][CH3:29])[C:18]2[C:23](=[O:24])[NH:22][N:21]=[CH:20][C:19]=2[N:25]=1.C(=O)([O-])[O-].[Na+].[Na+].O. Product: [C:1]([O:5][C:6]([NH:8][CH:9]1[CH2:14][CH2:13][CH2:12][N:11]([C:16]2[N:17]([CH2:26][C:27]#[C:28][CH3:29])[C:18]3[C:23](=[O:24])[NH:22][N:21]=[CH:20][C:19]=3[N:25]=2)[CH2:10]1)=[O:7])([CH3:4])([CH3:2])[CH3:3]. The catalyst class is: 16.